This data is from Reaction yield outcomes from USPTO patents with 853,638 reactions. The task is: Predict the reaction yield, written as a fraction of the theoretical maximum amount of product (1.0 means a 100% yield; for example, 0.34 means a 34% yield). (1) The reactants are [ClH:1].Cl.[Cl:3][C:4]1[CH:9]=[CH:8][C:7]([NH:10][C:11]([N:13]2[CH2:18][CH2:17][NH:16][CH2:15][CH:14]2[CH2:19][O:20][C:21]2[CH:22]=[N:23][CH:24]=[CH:25][CH:26]=2)=[O:12])=[CH:6][CH:5]=1.[CH:27](O)=O.[OH-].[Na+]. The catalyst is C=O.O. The product is [ClH:3].[ClH:1].[Cl:3][C:4]1[CH:9]=[CH:8][C:7]([NH:10][C:11]([N:13]2[CH2:18][CH2:17][N:16]([CH3:27])[CH2:15][CH:14]2[CH2:19][O:20][C:21]2[CH:22]=[N:23][CH:24]=[CH:25][CH:26]=2)=[O:12])=[CH:6][CH:5]=1. The yield is 0.0700. (2) The reactants are [OH:1][C:2]1[C:11]2[C:6](=[CH:7][CH:8]=[CH:9][CH:10]=2)[C:5]([CH3:17])([CH2:12][CH2:13][CH:14]([CH3:16])[CH3:15])[C:4](=[O:18])[C:3]=1C(OCC)=O.Cl. The catalyst is O1CCOCC1. The product is [OH:1][C:2]1[C:11]2[C:6](=[CH:7][CH:8]=[CH:9][CH:10]=2)[C:5]([CH3:17])([CH2:12][CH2:13][CH:14]([CH3:15])[CH3:16])[C:4](=[O:18])[CH:3]=1. The yield is 0.660. (3) The reactants are C[O:2][C:3](=[O:40])[C@@H:4]([NH:14][C:15]([C:17]1[C:18]([CH3:39])=[N:19][C:20]([NH:24][CH2:25][C:26]2[CH:31]=[CH:30][CH:29]=[CH:28][C:27]=2[C:32]2[CH:37]=[CH:36][CH:35]=[C:34]([OH:38])[CH:33]=2)=[N:21][C:22]=1[CH3:23])=[O:16])[CH2:5][NH:6][C:7]([C:9]1[S:10][CH:11]=[CH:12][CH:13]=1)=[O:8].O[Li].O. The catalyst is O.O1CCOCC1. The product is [OH:38][C:34]1[CH:33]=[C:32]([C:27]2[CH:28]=[CH:29][CH:30]=[CH:31][C:26]=2[CH2:25][NH:24][C:20]2[N:19]=[C:18]([CH3:39])[C:17]([C:15]([NH:14][C@@H:4]([CH2:5][NH:6][C:7]([C:9]3[S:10][CH:11]=[CH:12][CH:13]=3)=[O:8])[C:3]([OH:40])=[O:2])=[O:16])=[C:22]([CH3:23])[N:21]=2)[CH:37]=[CH:36][CH:35]=1. The yield is 1.00. (4) The reactants are [Br:1][C:2]1[CH:3]=[C:4]([CH:8]=[C:9]([CH3:11])[CH:10]=1)[C:5]([OH:7])=O.[F:12][C:13]([F:22])([F:21])[C:14]1[CH:15]=[C:16]([CH:18]=[CH:19][CH:20]=1)[NH2:17]. No catalyst specified. The product is [Br:1][C:2]1[CH:3]=[C:4]([CH:8]=[C:9]([CH3:11])[CH:10]=1)[C:5]([NH:17][C:16]1[CH:18]=[CH:19][CH:20]=[C:14]([C:13]([F:12])([F:21])[F:22])[CH:15]=1)=[O:7]. The yield is 0.580.